Dataset: Full USPTO retrosynthesis dataset with 1.9M reactions from patents (1976-2016). Task: Predict the reactants needed to synthesize the given product. Given the product [C:4]([C:6]1[O:7][C:8]([CH2:11][N:12]2[N:16]=[C:15]([NH:17][C:18]([C:20]3[N:21]=[C:22]([CH3:32])[O:23][C:24]=3[C:25]3[CH:30]=[CH:29][CH:28]=[C:27]([F:31])[CH:26]=3)=[O:19])[CH:14]=[N:13]2)=[CH:9][N:10]=1)(=[O:3])[CH3:5], predict the reactants needed to synthesize it. The reactants are: N#N.[OH:3][CH:4]([C:6]1[O:7][C:8]([CH2:11][N:12]2[N:16]=[C:15]([NH:17][C:18]([C:20]3[N:21]=[C:22]([CH3:32])[O:23][C:24]=3[C:25]3[CH:30]=[CH:29][CH:28]=[C:27]([F:31])[CH:26]=3)=[O:19])[CH:14]=[N:13]2)=[CH:9][N:10]=1)[CH3:5].